Dataset: Peptide-MHC class I binding affinity with 185,985 pairs from IEDB/IMGT. Task: Regression. Given a peptide amino acid sequence and an MHC pseudo amino acid sequence, predict their binding affinity value. This is MHC class I binding data. (1) The peptide sequence is YTAVVPLVN. The MHC is HLA-A29:02 with pseudo-sequence HLA-A29:02. The binding affinity (normalized) is 0.0471. (2) The peptide sequence is ILSEKRKDTI. The binding affinity (normalized) is 0. The MHC is HLA-A02:06 with pseudo-sequence HLA-A02:06. (3) The binding affinity (normalized) is 0.0336. The peptide sequence is AEKPKFLPDLY. The MHC is HLA-B18:01 with pseudo-sequence HLA-B18:01. (4) The peptide sequence is LMLHNPTSET. The MHC is HLA-A02:06 with pseudo-sequence HLA-A02:06. The binding affinity (normalized) is 0.139. (5) The peptide sequence is RIARFHRPY. The MHC is HLA-B18:01 with pseudo-sequence HLA-B18:01. The binding affinity (normalized) is 0.0847. (6) The peptide sequence is FMPEWANFK. The MHC is H-2-Kb with pseudo-sequence H-2-Kb. The binding affinity (normalized) is 0.287. (7) The peptide sequence is TFMDGTPEL. The MHC is HLA-B40:01 with pseudo-sequence HLA-B40:01. The binding affinity (normalized) is 0.0847. (8) The peptide sequence is FVEALFQEY. The MHC is Mamu-A02 with pseudo-sequence Mamu-A02. The binding affinity (normalized) is 0.708. (9) The peptide sequence is SLCPIRGWAI. The MHC is HLA-A02:01 with pseudo-sequence HLA-A02:01. The binding affinity (normalized) is 0.521.